Dataset: HIV replication inhibition screening data with 41,000+ compounds from the AIDS Antiviral Screen. Task: Binary Classification. Given a drug SMILES string, predict its activity (active/inactive) in a high-throughput screening assay against a specified biological target. (1) The drug is CC(CC=O)Nc1nn2c(=O)c3ccccc3nc2s1. The result is 0 (inactive). (2) The drug is O=C(ON=C1CCCC1=Cc1ccccc1)c1ccccc1. The result is 0 (inactive). (3) The molecule is CCCCCCCCCCCCCCCCOC(=O)C(C(=O)OCCCCCCCCCCCCCCCC)[N+](C)(C)CCOC(C)=O.[Br-]. The result is 0 (inactive). (4) The molecule is Brc1cccc(C2SCc3nc4ccccc4n32)c1. The result is 0 (inactive). (5) The result is 0 (inactive). The molecule is COC(=O)c1c[nH]c2nc(N3CCOCC3)nn2c1=O. (6) The molecule is COc1cccc2c1[OH+][Ni-2]1(O)[O+]=C(c3ccncc3)[N-][N+]1=C2. The result is 0 (inactive). (7) The result is 0 (inactive). The molecule is O=C(O)CNCc1c2ccccc2[n+]([O-])c2ccccc12. (8) The molecule is COc1cc(Nc2ccc3c(c2)CCC3)nc(OC)n1. The result is 0 (inactive). (9) The drug is COC(=O)c1ccc2c(c1)CC1(C2)Cc2cc3c(cc2C1)CCC3. The result is 0 (inactive). (10) The molecule is Nc1o[nH]c(=O)c1-c1ccccc1. The result is 0 (inactive).